From a dataset of Full USPTO retrosynthesis dataset with 1.9M reactions from patents (1976-2016). Predict the reactants needed to synthesize the given product. (1) Given the product [C:12]12([C:19]([O:21][CH3:22])=[O:20])[CH2:18][CH:15]([CH2:16][CH2:17]1)[CH2:14][CH2:13]2, predict the reactants needed to synthesize it. The reactants are: [Cl-].C([N+]1(C)CCCC1)CCC.[CH:12]12[CH2:18][CH:15]([CH2:16][CH2:17]1)[CH:14]=[CH:13]2.[CH:19]([O:21][CH3:22])=[O:20]. (2) Given the product [C:1]([C:3]1[CH:4]=[C:5]([N:9]([NH:17][CH2:24][CH2:25][CH3:26])[C:10]([O:12][C:13]([CH3:14])([CH3:15])[CH3:16])=[O:11])[CH:6]=[CH:7][CH:8]=1)#[N:2], predict the reactants needed to synthesize it. The reactants are: [C:1]([C:3]1[CH:4]=[C:5]([N:9]([N:17]([CH2:24][CH2:25][CH3:26])C(=O)C(F)(F)F)[C:10]([O:12][C:13]([CH3:16])([CH3:15])[CH3:14])=[O:11])[CH:6]=[CH:7][CH:8]=1)#[N:2].O.[OH-].[Li+]. (3) The reactants are: [F:1][C:2]([F:43])([F:42])[C:3]1[CH:4]=[C:5]([CH:39]=[CH:40][CH:41]=1)[CH2:6][NH:7][C:8](=[O:38])[C:9]1[CH:14]=[CH:13][N:12]=[C:11]([C:15]2[CH:20]=[C:19]([N:21]3[CH2:26][CH2:25][CH2:24][CH2:23][CH2:22]3)[CH:18]=[CH:17][C:16]=2[NH:27][C:28](=[O:37])[C:29]2[CH:34]=[CH:33][CH:32]=[C:31]([CH2:35]Cl)[CH:30]=2)[CH:10]=1.[CH3:44][NH:45][CH2:46][CH2:47][N:48]1[CH2:53][CH2:52][N:51]([C:54]([O:56][C:57]([CH3:60])([CH3:59])[CH3:58])=[O:55])[CH2:50][CH2:49]1.C(=O)([O-])[O-].[K+].[K+].[I-].[K+]. Given the product [CH3:44][N:45]([CH2:35][C:31]1[CH:32]=[CH:33][CH:34]=[C:29]([C:28](=[O:37])[NH:27][C:16]2[CH:17]=[CH:18][C:19]([N:21]3[CH2:26][CH2:25][CH2:24][CH2:23][CH2:22]3)=[CH:20][C:15]=2[C:11]2[CH:10]=[C:9]([C:8](=[O:38])[NH:7][CH2:6][C:5]3[CH:39]=[CH:40][CH:41]=[C:3]([C:2]([F:43])([F:42])[F:1])[CH:4]=3)[CH:14]=[CH:13][N:12]=2)[CH:30]=1)[CH2:46][CH2:47][N:48]1[CH2:53][CH2:52][N:51]([C:54]([O:56][C:57]([CH3:60])([CH3:59])[CH3:58])=[O:55])[CH2:50][CH2:49]1, predict the reactants needed to synthesize it.